Dataset: Experimentally validated miRNA-target interactions with 360,000+ pairs, plus equal number of negative samples. Task: Binary Classification. Given a miRNA mature sequence and a target amino acid sequence, predict their likelihood of interaction. The miRNA is cfa-miR-539 with sequence GGAGAAAUUAUCCUUGGUGUGU. The protein sequence of the target gene is MQRLQICVYIYLFVLIVAGPVDLSENSEQKENVEKEGLCNACMWRQNTKSSRIEAIKIQILSKLRLETAPNISRDAVRQLLPRAPPLRELIDQYDVQRDDSSDGSLEDDDYHATTETVIAMPAETDLLMQVEGKPKCCFFKFSSKIQYNKVVKAQLWIYLRPVKTPTTVFVQILRLIKPMKDGTRYTGIRSLKLDMNPGTGIWQSIDVKTVLQNWLKQPESNLGIEIKALDENGHDLAVTFPGPGEDGLNPFLEVKVTDTPKRSRRDFGLDCDEHSTESRCCRYPLTVDFEAFGWDWIIA.... Result: 1 (interaction).